This data is from NCI-60 drug combinations with 297,098 pairs across 59 cell lines. The task is: Regression. Given two drug SMILES strings and cell line genomic features, predict the synergy score measuring deviation from expected non-interaction effect. (1) Drug 1: CC1=CC=C(C=C1)C2=CC(=NN2C3=CC=C(C=C3)S(=O)(=O)N)C(F)(F)F. Drug 2: C1CN1P(=S)(N2CC2)N3CC3. Cell line: SR. Synergy scores: CSS=57.7, Synergy_ZIP=1.30, Synergy_Bliss=0.308, Synergy_Loewe=-19.9, Synergy_HSA=-0.319. (2) Drug 1: CC1=C(C(CCC1)(C)C)C=CC(=CC=CC(=CC(=O)O)C)C. Drug 2: C1=NNC2=C1C(=O)NC=N2. Cell line: OVCAR3. Synergy scores: CSS=-1.86, Synergy_ZIP=-2.64, Synergy_Bliss=-7.96, Synergy_Loewe=-7.35, Synergy_HSA=-6.78. (3) Drug 1: CCCS(=O)(=O)NC1=C(C(=C(C=C1)F)C(=O)C2=CNC3=C2C=C(C=N3)C4=CC=C(C=C4)Cl)F. Drug 2: CC1C(C(=O)NC(C(=O)N2CCCC2C(=O)N(CC(=O)N(C(C(=O)O1)C(C)C)C)C)C(C)C)NC(=O)C3=C4C(=C(C=C3)C)OC5=C(C(=O)C(=C(C5=N4)C(=O)NC6C(OC(=O)C(N(C(=O)CN(C(=O)C7CCCN7C(=O)C(NC6=O)C(C)C)C)C)C(C)C)C)N)C. Cell line: NCI-H460. Synergy scores: CSS=31.6, Synergy_ZIP=29.7, Synergy_Bliss=30.0, Synergy_Loewe=28.5, Synergy_HSA=27.9. (4) Drug 1: CC1C(C(=O)NC(C(=O)N2CCCC2C(=O)N(CC(=O)N(C(C(=O)O1)C(C)C)C)C)C(C)C)NC(=O)C3=C4C(=C(C=C3)C)OC5=C(C(=O)C(=C(C5=N4)C(=O)NC6C(OC(=O)C(N(C(=O)CN(C(=O)C7CCCN7C(=O)C(NC6=O)C(C)C)C)C)C(C)C)C)N)C. Drug 2: COC1=C2C(=CC3=C1OC=C3)C=CC(=O)O2. Cell line: HOP-92. Synergy scores: CSS=3.95, Synergy_ZIP=-6.03, Synergy_Bliss=-5.26, Synergy_Loewe=-32.9, Synergy_HSA=-7.48. (5) Drug 1: CC1C(C(CC(O1)OC2CC(CC3=C2C(=C4C(=C3O)C(=O)C5=C(C4=O)C(=CC=C5)OC)O)(C(=O)CO)O)N)O.Cl. Drug 2: COC1=CC(=CC(=C1O)OC)C2C3C(COC3=O)C(C4=CC5=C(C=C24)OCO5)OC6C(C(C7C(O6)COC(O7)C8=CC=CS8)O)O. Cell line: SF-539. Synergy scores: CSS=31.2, Synergy_ZIP=5.36, Synergy_Bliss=7.66, Synergy_Loewe=-12.3, Synergy_HSA=6.45. (6) Drug 1: C1=NC2=C(N1)C(=S)N=C(N2)N. Drug 2: CC1CCC2CC(C(=CC=CC=CC(CC(C(=O)C(C(C(=CC(C(=O)CC(OC(=O)C3CCCCN3C(=O)C(=O)C1(O2)O)C(C)CC4CCC(C(C4)OC)O)C)C)O)OC)C)C)C)OC. Cell line: SNB-19. Synergy scores: CSS=12.7, Synergy_ZIP=-8.18, Synergy_Bliss=-7.16, Synergy_Loewe=-13.6, Synergy_HSA=-5.56. (7) Drug 1: C1CCC(C1)C(CC#N)N2C=C(C=N2)C3=C4C=CNC4=NC=N3. Drug 2: C1=C(C(=O)NC(=O)N1)F. Cell line: OVCAR3. Synergy scores: CSS=62.1, Synergy_ZIP=4.55, Synergy_Bliss=3.41, Synergy_Loewe=-3.35, Synergy_HSA=1.32. (8) Drug 1: CCC1=CC2CC(C3=C(CN(C2)C1)C4=CC=CC=C4N3)(C5=C(C=C6C(=C5)C78CCN9C7C(C=CC9)(C(C(C8N6C)(C(=O)OC)O)OC(=O)C)CC)OC)C(=O)OC.C(C(C(=O)O)O)(C(=O)O)O. Drug 2: C1=C(C(=O)NC(=O)N1)F. Cell line: OVCAR-5. Synergy scores: CSS=67.0, Synergy_ZIP=3.83, Synergy_Bliss=2.95, Synergy_Loewe=-2.94, Synergy_HSA=7.05. (9) Drug 1: C1CN1C2=NC(=NC(=N2)N3CC3)N4CC4. Drug 2: CC1C(C(CC(O1)OC2CC(OC(C2O)C)OC3=CC4=CC5=C(C(=O)C(C(C5)C(C(=O)C(C(C)O)O)OC)OC6CC(C(C(O6)C)O)OC7CC(C(C(O7)C)O)OC8CC(C(C(O8)C)O)(C)O)C(=C4C(=C3C)O)O)O)O. Cell line: CAKI-1. Synergy scores: CSS=64.3, Synergy_ZIP=-0.158, Synergy_Bliss=0.617, Synergy_Loewe=-0.382, Synergy_HSA=0.472. (10) Drug 1: CC1C(C(=O)NC(C(=O)N2CCCC2C(=O)N(CC(=O)N(C(C(=O)O1)C(C)C)C)C)C(C)C)NC(=O)C3=C4C(=C(C=C3)C)OC5=C(C(=O)C(=C(C5=N4)C(=O)NC6C(OC(=O)C(N(C(=O)CN(C(=O)C7CCCN7C(=O)C(NC6=O)C(C)C)C)C)C(C)C)C)N)C. Drug 2: CC1=C2C(C(=O)C3(C(CC4C(C3C(C(C2(C)C)(CC1OC(=O)C(C(C5=CC=CC=C5)NC(=O)C6=CC=CC=C6)O)O)OC(=O)C7=CC=CC=C7)(CO4)OC(=O)C)O)C)OC(=O)C. Cell line: SNB-75. Synergy scores: CSS=3.57, Synergy_ZIP=-2.60, Synergy_Bliss=2.76, Synergy_Loewe=0.558, Synergy_HSA=1.76.